From a dataset of NCI-60 drug combinations with 297,098 pairs across 59 cell lines. Regression. Given two drug SMILES strings and cell line genomic features, predict the synergy score measuring deviation from expected non-interaction effect. (1) Drug 2: C1CN(CCN1C(=O)CCBr)C(=O)CCBr. Synergy scores: CSS=25.4, Synergy_ZIP=-13.1, Synergy_Bliss=-9.11, Synergy_Loewe=-10.1, Synergy_HSA=-7.16. Cell line: CAKI-1. Drug 1: CC1=C2C(C(=O)C3(C(CC4C(C3C(C(C2(C)C)(CC1OC(=O)C(C(C5=CC=CC=C5)NC(=O)C6=CC=CC=C6)O)O)OC(=O)C7=CC=CC=C7)(CO4)OC(=O)C)O)C)OC(=O)C. (2) Drug 1: C1C(C(OC1N2C=NC3=C2NC=NCC3O)CO)O. Drug 2: N.N.Cl[Pt+2]Cl. Cell line: HCT-15. Synergy scores: CSS=38.6, Synergy_ZIP=-6.09, Synergy_Bliss=-0.0995, Synergy_Loewe=1.00, Synergy_HSA=1.48. (3) Synergy scores: CSS=7.01, Synergy_ZIP=-1.29, Synergy_Bliss=1.70, Synergy_Loewe=-5.86, Synergy_HSA=-4.33. Cell line: MDA-MB-231. Drug 2: C(CCl)NC(=O)N(CCCl)N=O. Drug 1: CC1=CC=C(C=C1)C2=CC(=NN2C3=CC=C(C=C3)S(=O)(=O)N)C(F)(F)F.